This data is from Catalyst prediction with 721,799 reactions and 888 catalyst types from USPTO. The task is: Predict which catalyst facilitates the given reaction. (1) Reactant: [NH:1]([C:3]([C:5]1[C:9]([NH:10][C:11](=[O:13])[CH3:12])=[CH:8][N:7]([CH2:14][C:15]2[CH:20]=[CH:19][C:18]([O:21][CH3:22])=[CH:17][CH:16]=2)[N:6]=1)=O)[NH2:2].[C:23](#[N:30])[C:24]1[CH:29]=[CH:28][CH:27]=[CH:26][CH:25]=1. Product: [CH3:22][O:21][C:18]1[CH:19]=[CH:20][C:15]([CH2:14][N:7]2[CH:8]=[C:9]([NH:10][C:11](=[O:13])[CH3:12])[C:5]([C:3]3[NH:1][N:2]=[C:23]([C:24]4[CH:29]=[CH:28][CH:27]=[CH:26][CH:25]=4)[N:30]=3)=[N:6]2)=[CH:16][CH:17]=1. The catalyst class is: 27. (2) Reactant: [CH2:1]([P:3]([CH2:6][CH2:7][CH2:8][OH:9])(=[O:5])[OH:4])[CH3:2].[CH2:10]1[O:12][CH2:11]1.[OH-].[K+]. Product: [CH2:1]([P:3]([CH2:6][CH2:7][CH2:8][OH:9])(=[O:4])[O:5][CH2:10][CH2:11][OH:12])[CH3:2]. The catalyst class is: 6. (3) Reactant: [H-].[Al+3].[Li+].[H-].[H-].[H-].[F:7][C:8]1[CH:27]=[CH:26][C:11]([C:12]([C:14]2[CH:22]=[CH:21][C:17]([C:18](O)=[O:19])=[CH:16][C:15]=2[C:23](O)=[O:24])=O)=[CH:10][CH:9]=1.Cl. Product: [F:7][C:8]1[CH:27]=[CH:26][C:11]([CH:12]2[C:14]3[C:15](=[CH:16][C:17]([CH2:18][OH:19])=[CH:21][CH:22]=3)[CH2:23][O:24]2)=[CH:10][CH:9]=1. The catalyst class is: 1. (4) Reactant: [CH2:1]1[C:13]2[NH:12][C:11]3[C:6](=[CH:7][CH:8]=[CH:9][CH:10]=3)[C:5]=2[CH2:4][CH2:3][NH:2]1.C([BH3-])#N.[Na+]. Product: [CH2:1]1[CH:13]2[CH:5]([C:6]3[C:11]([NH:12]2)=[CH:10][CH:9]=[CH:8][CH:7]=3)[CH2:4][CH2:3][NH:2]1. The catalyst class is: 67. (5) Reactant: [CH2:1]([O:8][C@H:9]1[O:18][C@H:17]2[C@@H:12]([O:13][C@H:14]([C:19]3[CH:24]=[CH:23][CH:22]=[CH:21][CH:20]=3)[O:15][CH2:16]2)[C@H:11]([OH:25])[C@H:10]1[NH:26][C:27](=[O:29])[CH3:28])[C:2]1[CH:7]=[CH:6][CH:5]=[CH:4][CH:3]=1.CN(C=O)C.[H-].[Na+].FC(F)(F)S(O[C@H:43]([CH3:49])[C:44]([O:46][CH2:47][CH3:48])=[O:45])(=O)=O. Product: [C:27]([NH:26][C@H:10]1[C@@H:9]([O:8][CH2:1][C:2]2[CH:7]=[CH:6][CH:5]=[CH:4][CH:3]=2)[O:18][C@H:17]2[C@@H:12]([O:13][C@H:14]([C:19]3[CH:20]=[CH:21][CH:22]=[CH:23][CH:24]=3)[O:15][CH2:16]2)[C@@H:11]1[O:25][C@@H:43]([CH3:49])[C:44]([O:46][CH2:47][CH3:48])=[O:45])(=[O:29])[CH3:28]. The catalyst class is: 7.